This data is from Peptide-MHC class I binding affinity with 185,985 pairs from IEDB/IMGT. The task is: Regression. Given a peptide amino acid sequence and an MHC pseudo amino acid sequence, predict their binding affinity value. This is MHC class I binding data. (1) The peptide sequence is VVFDFASL. The MHC is H-2-Db with pseudo-sequence H-2-Db. The binding affinity (normalized) is 0.168. (2) The peptide sequence is SRALLLNKY. The MHC is HLA-A69:01 with pseudo-sequence HLA-A69:01. The binding affinity (normalized) is 0.0847.